This data is from Full USPTO retrosynthesis dataset with 1.9M reactions from patents (1976-2016). The task is: Predict the reactants needed to synthesize the given product. Given the product [Cl:2][C:3]1[CH:4]=[CH:5][C:6]([CH3:36])=[C:7]([NH:9][C:10]([C:12]2[N:13]=[CH:14][NH:15][C:16]=2[C:17]([NH:19][C:20]2[NH:24][C:23]3[CH:25]=[CH:26][C:27]([O:29][CH:30]4[CH2:35][CH2:34][NH:33][CH2:32][CH2:31]4)=[CH:28][C:22]=3[N:21]=2)=[O:18])=[O:11])[CH:8]=1, predict the reactants needed to synthesize it. The reactants are: Cl.[Cl:2][C:3]1[CH:4]=[CH:5][C:6]([CH3:36])=[C:7]([NH:9][C:10]([C:12]2[N:13]=[CH:14][NH:15][C:16]=2[C:17]([NH:19][C:20]2[NH:24][C:23]3[CH:25]=[CH:26][C:27]([O:29][CH:30]4[CH2:35][CH2:34][NH:33][CH2:32][CH2:31]4)=[CH:28][C:22]=3[N:21]=2)=[O:18])=[O:11])[CH:8]=1.Cl.